Predict the reactants needed to synthesize the given product. From a dataset of Full USPTO retrosynthesis dataset with 1.9M reactions from patents (1976-2016). (1) Given the product [I:1][C:2]1[CH:11]=[CH:10][CH:9]=[C:8]2[C:3]=1[CH2:4][CH2:5][NH:6][CH:7]2[CH:12]([CH3:17])[C:13]([O:15][CH3:16])=[O:14], predict the reactants needed to synthesize it. The reactants are: [I:1][C:2]1[CH:11]=[CH:10][CH:9]=[C:8]2[C:3]=1[CH2:4][CH2:5][N:6]=[C:7]2[CH:12]([CH3:17])[C:13]([O:15][CH3:16])=[O:14].[BH3-]C#N.[Na+].[OH-].[Na+]. (2) Given the product [Si:3]([O:20][CH2:21][CH2:22][O:23][CH2:24][C@H:25]([O:36][C:38]1[N:43]=[CH:42][N:41]=[C:40]2[N:44]([C:47]3[CH:54]=[CH:53][CH:52]=[C:49]([C:50]#[N:51])[C:48]=3[CH3:55])[N:45]=[CH:46][C:39]=12)[C:26]([NH:28][C:29]1[CH:34]=[CH:33][C:32]([CH3:35])=[CH:31][N:30]=1)=[O:27])([C:16]([CH3:19])([CH3:18])[CH3:17])([C:10]1[CH:11]=[CH:12][CH:13]=[CH:14][CH:15]=1)[C:4]1[CH:5]=[CH:6][CH:7]=[CH:8][CH:9]=1, predict the reactants needed to synthesize it. The reactants are: [H-].[Na+].[Si:3]([O:20][CH2:21][CH2:22][O:23][CH2:24][C@H:25]([OH:36])[C:26]([NH:28][C:29]1[CH:34]=[CH:33][C:32]([CH3:35])=[CH:31][N:30]=1)=[O:27])([C:16]([CH3:19])([CH3:18])[CH3:17])([C:10]1[CH:15]=[CH:14][CH:13]=[CH:12][CH:11]=1)[C:4]1[CH:9]=[CH:8][CH:7]=[CH:6][CH:5]=1.Cl[C:38]1[N:43]=[CH:42][N:41]=[C:40]2[N:44]([C:47]3[C:48]([CH3:55])=[C:49]([CH:52]=[CH:53][CH:54]=3)[C:50]#[N:51])[N:45]=[CH:46][C:39]=12.C(O)(=O)CC(CC(O)=O)(C(O)=O)O. (3) Given the product [CH3:22][N:19]1[CH2:20][CH2:21][C:9]2[N:8]([C:4]3[CH:5]=[CH:6][CH:7]=[C:2]([C:29]4[CH:28]=[C:27]5[C:32](=[CH:31][CH:30]=4)[N:24]([CH3:23])[CH:25]=[CH:26]5)[CH:3]=3)[C:16]3[CH:15]=[CH:14][C:13]([CH3:17])=[CH:12][C:11]=3[C:10]=2[CH2:18]1, predict the reactants needed to synthesize it. The reactants are: Br[C:2]1[CH:3]=[C:4]([N:8]2[C:16]3[CH:15]=[CH:14][C:13]([CH3:17])=[CH:12][C:11]=3[C:10]3[CH2:18][N:19]([CH3:22])[CH2:20][CH2:21][C:9]2=3)[CH:5]=[CH:6][CH:7]=1.[CH3:23][N:24]1[C:32]2[C:27](=[CH:28][C:29](B3OC(C)(C)C(C)(C)O3)=[CH:30][CH:31]=2)[CH:26]=[CH:25]1.C([O-])([O-])=O.[K+].[K+].O. (4) Given the product [CH3:39][N:34]([C:30]1[CH:31]=[CH:32][CH:33]=[C:28]([B:18]2[O:19][C:20]([CH3:25])([CH3:26])[C:21]([CH3:23])([CH3:24])[O:22]2)[CH:29]=1)[S:35]([CH3:38])(=[O:36])=[O:37], predict the reactants needed to synthesize it. The reactants are: ClCCl.C([O-])(=O)C.[K+].[B:18]1([B:18]2[O:22][C:21]([CH3:24])([CH3:23])[C:20]([CH3:26])([CH3:25])[O:19]2)[O:22][C:21]([CH3:24])([CH3:23])[C:20]([CH3:26])([CH3:25])[O:19]1.Br[C:28]1[CH:29]=[C:30]([N:34]([CH3:39])[S:35]([CH3:38])(=[O:37])=[O:36])[CH:31]=[CH:32][CH:33]=1. (5) The reactants are: [C:1](O)(=[O:5])[C:2]#[C:3][CH3:4].O=C1N(P(Cl)(N2CCOC2=O)=O)CCO1.C(N(CC)C(C)C)(C)C.[O:31]([C:38]1[CH:60]=[CH:59][C:41]([O:42][C:43]2[CH:48]=[CH:47][N:46]=[C:45]3[CH:49]=[C:50]([C:52]4[CH:53]=[C:54]([CH:56]=[CH:57][CH:58]=4)[NH2:55])[O:51][C:44]=23)=[CH:40][CH:39]=1)[C:32]1[CH:37]=[CH:36][CH:35]=[CH:34][CH:33]=1. Given the product [O:31]([C:38]1[CH:60]=[CH:59][C:41]([O:42][C:43]2[CH:48]=[CH:47][N:46]=[C:45]3[CH:49]=[C:50]([C:52]4[CH:53]=[C:54]([NH:55][C:1](=[O:5])[C:2]#[C:3][CH3:4])[CH:56]=[CH:57][CH:58]=4)[O:51][C:44]=23)=[CH:40][CH:39]=1)[C:32]1[CH:33]=[CH:34][CH:35]=[CH:36][CH:37]=1, predict the reactants needed to synthesize it. (6) Given the product [NH:1]1[C:10]2[C:5](=[CH:6][CH:7]=[C:8]3[N:14]=[CH:13][CH:12]=[CH:11][C:9]3=2)[CH:4]=[N:3][C:2]1=[N:16][OH:17], predict the reactants needed to synthesize it. The reactants are: [NH:1]1[C:10]2[C:5](=[CH:6][CH:7]=[C:8]3[N:14]=[CH:13][CH:12]=[CH:11][C:9]3=2)[CH:4]=[N:3][C:2]1=O.[NH2:16][OH:17]. (7) Given the product [NH2:56][C:39]1[N:38]=[C:37]([CH2:36][OH:35])[C:42]([C:43]2[CH:48]=[CH:47][N:46]=[C:45]([NH:49][C:50]3[CH:51]=[CH:52][N:53]=[CH:54][CH:55]=3)[N:44]=2)=[CH:41][N:40]=1, predict the reactants needed to synthesize it. The reactants are: [Si](OCC(OCC1C=CC=CC=1)=O)(C(C)(C)C)(C1C=CC=CC=1)C1C=CC=CC=1.C([SiH2][O:35][C:36](C1C=CC=CC=1)(C1C=CC=CC=1)[C:37]1[C:42]([C:43]2[CH:48]=[CH:47][N:46]=[C:45]([NH:49][C:50]3[CH:55]=[CH:54][N:53]=[CH:52][CH:51]=3)[N:44]=2)=[CH:41][N:40]=[C:39]([NH2:56])[N:38]=1)(C)(C)C.CCCC[N+](CCCC)(CCCC)CCCC.[F-]. (8) The reactants are: [Cl:1][C:2]1[N:7]=[C:6]([CH2:8][C:9]([C:11]2[CH:12]=[CH:13][C:14]([F:24])=[C:15]([NH:17][C:18](=[O:23])[O:19][CH2:20][CH:21]=[CH2:22])[CH:16]=2)=O)[CH:5]=[CH:4][N:3]=1.C1C(=O)N(Br)C(=O)C1.[CH3:33][C:34]([CH3:39])([CH3:38])[C:35](=[S:37])[NH2:36]. Given the product [Cl:1][C:2]1[N:7]=[C:6]([C:8]2[S:37][C:35]([C:34]([CH3:39])([CH3:38])[CH3:33])=[N:36][C:9]=2[C:11]2[CH:12]=[CH:13][C:14]([F:24])=[C:15]([NH:17][C:18](=[O:23])[O:19][CH2:20][CH:21]=[CH2:22])[CH:16]=2)[CH:5]=[CH:4][N:3]=1, predict the reactants needed to synthesize it. (9) Given the product [F:11][C:3]1[CH:4]=[C:5]([CH:9]=[CH:10][C:2]=1[C:25]1[N:29]([CH3:30])[N:28]=[CH:27][CH:26]=1)[C:6]([OH:8])=[O:7], predict the reactants needed to synthesize it. The reactants are: Br[C:2]1[CH:10]=[CH:9][C:5]([C:6]([OH:8])=[O:7])=[CH:4][C:3]=1[F:11].C([O-])([O-])=O.[K+].[K+].CC1(C)COB([C:25]2[N:29]([CH3:30])[N:28]=[CH:27][CH:26]=2)OC1.